This data is from Full USPTO retrosynthesis dataset with 1.9M reactions from patents (1976-2016). The task is: Predict the reactants needed to synthesize the given product. The reactants are: [CH2:1]([NH:4][C:5]1[C:10]([C:11]([OH:13])=O)=[CH:9][N:8]=[C:7]([NH:14][CH2:15][CH2:16][C:17]2[CH:22]=[CH:21][N:20]=[CH:19][CH:18]=2)[N:6]=1)[CH2:2][CH3:3].Cl.C(N=C=NCCCN(C)C)C.O.ON1C2C=CC=CC=2N=N1.C(N(CC)C(C)C)(C)C.[CH2:55]([N:62]1[CH2:66][CH2:65][CH:64]([NH2:67])[CH2:63]1)[C:56]1[CH:61]=[CH:60][CH:59]=[CH:58][CH:57]=1. Given the product [CH2:55]([N:62]1[CH2:66][CH2:65][CH:64]([NH:67][C:11]([C:10]2[C:5]([NH:4][CH2:1][CH2:2][CH3:3])=[N:6][C:7]([NH:14][CH2:15][CH2:16][C:17]3[CH:22]=[CH:21][N:20]=[CH:19][CH:18]=3)=[N:8][CH:9]=2)=[O:13])[CH2:63]1)[C:56]1[CH:57]=[CH:58][CH:59]=[CH:60][CH:61]=1, predict the reactants needed to synthesize it.